This data is from Forward reaction prediction with 1.9M reactions from USPTO patents (1976-2016). The task is: Predict the product of the given reaction. Given the reactants [Sn](Cl)Cl.[N+:4]([C:7]1[C:12]([N:13]2[CH2:18][CH2:17][O:16][CH2:15][CH2:14]2)=[CH:11][C:10]([N:19]2[CH2:24][CH2:23][O:22][CH2:21][CH2:20]2)=[CH:9][N:8]=1)([O-])=O, predict the reaction product. The product is: [O:16]1[CH2:17][CH2:18][N:13]([C:12]2[C:7]([NH2:4])=[N:8][CH:9]=[C:10]([N:19]3[CH2:20][CH2:21][O:22][CH2:23][CH2:24]3)[CH:11]=2)[CH2:14][CH2:15]1.